Predict the product of the given reaction. From a dataset of Forward reaction prediction with 1.9M reactions from USPTO patents (1976-2016). (1) Given the reactants [Cl:1][C:2]1[CH:3]=[C:4]([C:9]2[N:13]([CH2:14][C:15]3[CH:23]=[CH:22][C:18]([C:19](O)=[O:20])=[CH:17][CH:16]=3)[N:12]=[C:11]([C:24]3[CH:29]=[CH:28][C:27]([O:30][CH3:31])=[CH:26][CH:25]=3)[CH:10]=2)[CH:5]=[C:6]([Cl:8])[CH:7]=1.O[N:33]1[C:37]2[N:38]=CC=CC=2[N:35]=[N:34]1.C([N:45](C(C)C)CC)(C)C.Cl.CN(C)CCCN=C=NCC.NC1NN=NN=1.F[P-](F)(F)(F)(F)F.Br[P+](N1CCCC1)(N1CCCC1)N1CCCC1, predict the reaction product. The product is: [Cl:1][C:2]1[CH:3]=[C:4]([C:9]2[N:13]([CH2:14][C:15]3[CH:23]=[CH:22][C:18]([C:19]([NH:45][C:37]4[NH:38][N:35]=[N:34][N:33]=4)=[O:20])=[CH:17][CH:16]=3)[N:12]=[C:11]([C:24]3[CH:25]=[CH:26][C:27]([O:30][CH3:31])=[CH:28][CH:29]=3)[CH:10]=2)[CH:5]=[C:6]([Cl:8])[CH:7]=1. (2) Given the reactants C([NH:9][C:10]1[S:11][CH2:12][C@@H:13]2[CH2:18][N:17]([C:19]3[N:24]=[CH:23][C:22]([F:25])=[CH:21][N:20]=3)[CH2:16][C@:14]2([C:26]2[CH:27]=[C:28]([NH:32][C:33]([C:35]3[CH:40]=[N:39][C:38]([O:41][CH3:42])=[CH:37][N:36]=3)=[O:34])[CH:29]=[CH:30][CH:31]=2)[N:15]=1)(=O)C1C=CC=CC=1.Cl.CON.N1C=CC=CC=1.CS(C)=O, predict the reaction product. The product is: [NH2:9][C:10]1[S:11][CH2:12][C@@H:13]2[CH2:18][N:17]([C:19]3[N:24]=[CH:23][C:22]([F:25])=[CH:21][N:20]=3)[CH2:16][C@:14]2([C:26]2[CH:27]=[C:28]([NH:32][C:33]([C:35]3[CH:40]=[N:39][C:38]([O:41][CH3:42])=[CH:37][N:36]=3)=[O:34])[CH:29]=[CH:30][CH:31]=2)[N:15]=1.